This data is from Reaction yield outcomes from USPTO patents with 853,638 reactions. The task is: Predict the reaction yield, written as a fraction of the theoretical maximum amount of product (1.0 means a 100% yield; for example, 0.34 means a 34% yield). (1) The reactants are [O-]CC.[Na+].[Na].[Cl:6][C:7]1[CH:8]=[C:9]([CH:18]=[CH:19][C:20]=1[Cl:21])[O:10][C:11](=[CH:14]N(C)C)[CH:12]=O.[NH2:22][C:23]([NH2:25])=[O:24]. The catalyst is C(O)C.C(O)(=O)C.O. The product is [Cl:6][C:7]1[CH:8]=[C:9]([CH:18]=[CH:19][C:20]=1[Cl:21])[O:10][C:11]1[CH:14]=[N:22][C:23]([OH:24])=[N:25][CH:12]=1. The yield is 0.170. (2) The reactants are [CH2:1]([O:8][C:9]1[CH:10]=[C:11]2[C:16](=[CH:17][CH:18]=1)[C:15](=[O:19])[N:14]([CH2:20][CH:21]([CH3:23])[CH3:22])[C:13]([CH2:24]O)=[C:12]2[C:26]1[CH:31]=[CH:30][C:29]([Cl:32])=[CH:28][CH:27]=1)[C:2]1[CH:7]=[CH:6][CH:5]=[CH:4][CH:3]=1.S(Cl)([Cl:35])=O.C(=O)([O-])O.[Na+]. The catalyst is C1(C)C=CC=CC=1. The product is [CH2:1]([O:8][C:9]1[CH:10]=[C:11]2[C:16](=[CH:17][CH:18]=1)[C:15](=[O:19])[N:14]([CH2:20][CH:21]([CH3:23])[CH3:22])[C:13]([CH2:24][Cl:35])=[C:12]2[C:26]1[CH:31]=[CH:30][C:29]([Cl:32])=[CH:28][CH:27]=1)[C:2]1[CH:7]=[CH:6][CH:5]=[CH:4][CH:3]=1. The yield is 0.898.